Dataset: Reaction yield outcomes from USPTO patents with 853,638 reactions. Task: Predict the reaction yield, written as a fraction of the theoretical maximum amount of product (1.0 means a 100% yield; for example, 0.34 means a 34% yield). (1) The reactants are [Cl:1][C:2]1[NH:7][C:6](=[O:8])[C:5]([F:9])=[CH:4][N:3]=1.[Br:10][C:11]1[CH:18]=[CH:17][CH:16]=[CH:15][C:12]=1[CH2:13]Br. No catalyst specified. The product is [Br:10][C:11]1[CH:18]=[CH:17][CH:16]=[CH:15][C:12]=1[CH2:13][N:7]1[C:6](=[O:8])[C:5]([F:9])=[CH:4][N:3]=[C:2]1[Cl:1]. The yield is 0.110. (2) The yield is 0.440. The catalyst is CN(C=O)C.O. The reactants are [CH2:1]([C:3]([F:30])([CH2:28][CH3:29])[CH2:4][N:5]1[CH2:10][CH2:9][CH:8]([CH2:11][O:12][C:13]2[N:18]=[N:17][C:16]([C:19]3[CH:27]=[CH:26][C:22]([C:23](O)=[O:24])=[CH:21][CH:20]=3)=[CH:15][CH:14]=2)[CH2:7][CH2:6]1)[CH3:2].CCN=C=NCCCN(C)C.C1C=CC2N(O)N=NC=2C=1.CCN(C(C)C)C(C)C.[NH:61]1[CH2:65][CH2:64][CH2:63][C@H:62]1[C:66]([NH2:68])=[O:67]. The product is [CH2:1]([C:3]([F:30])([CH2:28][CH3:29])[CH2:4][N:5]1[CH2:6][CH2:7][CH:8]([CH2:11][O:12][C:13]2[N:18]=[N:17][C:16]([C:19]3[CH:27]=[CH:26][C:22]([C:23]([N:61]4[CH2:65][CH2:64][CH2:63][C@H:62]4[C:66]([NH2:68])=[O:67])=[O:24])=[CH:21][CH:20]=3)=[CH:15][CH:14]=2)[CH2:9][CH2:10]1)[CH3:2]. (3) The reactants are [Cl:1][C:2]1[C:3]([O:12][CH2:13][CH3:14])=[CH:4][C:5]([O:9][CH2:10][CH3:11])=[C:6]([CH:8]=1)[NH2:7].[C:15](Cl)(Cl)=[O:16]. The catalyst is CCOC(C)=O. The product is [Cl:1][C:2]1[CH:8]=[C:6]([N:7]=[C:15]=[O:16])[C:5]([O:9][CH2:10][CH3:11])=[CH:4][C:3]=1[O:12][CH2:13][CH3:14]. The yield is 1.00. (4) The reactants are [Br:1]N1C(C)(C)C(=O)N(Br)C1=O.[Cl:12][C:13]1[C:18]([NH2:19])=[CH:17][C:16]([O:20][CH3:21])=[CH:15][CH:14]=1.C(=O)([O-])[O-].[K+].[K+]. The catalyst is C(OCC)(=O)C.O. The product is [Br:1][C:15]1[C:16]([O:20][CH3:21])=[CH:17][C:18]([NH2:19])=[C:13]([Cl:12])[CH:14]=1. The yield is 0.950. (5) The reactants are C(NC(C)C)(C)C.C([Li])CCC.[N:13]1([C:23]([O:25][C:26]([CH3:29])([CH3:28])[CH3:27])=[O:24])[CH2:18][CH2:17][CH:16]([C:19]([O:21][CH3:22])=[O:20])[CH2:15][CH2:14]1.Br[CH2:31][C:32]1[CH:37]=[CH:36][C:35]([F:38])=[CH:34][CH:33]=1. The catalyst is O1CCCC1. The product is [F:38][C:35]1[CH:36]=[CH:37][C:32]([CH2:31][C:16]2([C:19]([O:21][CH3:22])=[O:20])[CH2:15][CH2:14][N:13]([C:23]([O:25][C:26]([CH3:29])([CH3:28])[CH3:27])=[O:24])[CH2:18][CH2:17]2)=[CH:33][CH:34]=1. The yield is 0.740. (6) The reactants are [Cl:1][C:2]1[C:7](/[CH:8]=[CH:9]/[O:10][CH2:11][CH3:12])=[CH:6][CH:5]=[C:4](Cl)[N:3]=1.[F:14][C:15]1[CH:20]=[CH:19][C:18]([C:21]2[O:22][C:23]3[CH:33]=[C:32]([N:34]([CH3:39])[S:35]([CH3:38])(=[O:37])=[O:36])[C:31](B4OC(C)(C)C(C)(C)O4)=[CH:30][C:24]=3[C:25]=2[C:26]([NH:28][CH3:29])=[O:27])=[CH:17][CH:16]=1. The catalyst is O1CCOCC1.O.[Pd](Cl)Cl.C(P(C(C)(C)C)[C-]1C=CC=C1)(C)(C)C.[C-]1(P(C(C)(C)C)C(C)(C)C)C=CC=C1.[Fe+2]. The product is [Cl:1][C:2]1[N:3]=[C:4]([C:31]2[C:32]([N:34]([CH3:39])[S:35]([CH3:38])(=[O:37])=[O:36])=[CH:33][C:23]3[O:22][C:21]([C:18]4[CH:19]=[CH:20][C:15]([F:14])=[CH:16][CH:17]=4)=[C:25]([C:26]([NH:28][CH3:29])=[O:27])[C:24]=3[CH:30]=2)[CH:5]=[CH:6][C:7]=1/[CH:8]=[CH:9]/[O:10][CH2:11][CH3:12]. The yield is 0.160.